Dataset: Forward reaction prediction with 1.9M reactions from USPTO patents (1976-2016). Task: Predict the product of the given reaction. Given the reactants ClC1C=CC(C(O[NH:9][C:10](=[O:16])[O:11][C:12]([CH3:15])([CH3:14])[CH3:13])=O)=CC=1.[Cl:19][C:20]1[C:21]([F:34])=[C:22]([CH:32]=[CH2:33])[C:23]([O:29][CH2:30][CH3:31])=[C:24]([C:26](=[O:28])[CH3:27])[CH:25]=1.C(=O)([O-:37])N, predict the reaction product. The product is: [C:12]([O:11][C:10](=[O:16])[NH:9][CH2:33][CH:32]([C:22]1[C:21]([F:34])=[C:20]([Cl:19])[CH:25]=[C:24]([C:26](=[O:28])[CH3:27])[C:23]=1[O:29][CH2:30][CH3:31])[OH:37])([CH3:15])([CH3:14])[CH3:13].